This data is from Reaction yield outcomes from USPTO patents with 853,638 reactions. The task is: Predict the reaction yield, written as a fraction of the theoretical maximum amount of product (1.0 means a 100% yield; for example, 0.34 means a 34% yield). (1) The reactants are [OH:1][C:2]1[CH:7]=[CH:6][C:5]([C:8](=[C:22]2[CH2:27][C:26]([CH3:29])([CH3:28])[CH2:25][C:24]([CH3:31])([CH3:30])[CH2:23]2)[C:9]2[CH:14]=[CH:13][C:12](/[CH:15]=[CH:16]/[C:17]([O:19]CC)=[O:18])=[CH:11][CH:10]=2)=[CH:4][CH:3]=1.[OH-].[Na+].Cl. The catalyst is C1COCC1.CCO. The product is [OH:1][C:2]1[CH:7]=[CH:6][C:5]([C:8](=[C:22]2[CH2:23][C:24]([CH3:31])([CH3:30])[CH2:25][C:26]([CH3:29])([CH3:28])[CH2:27]2)[C:9]2[CH:14]=[CH:13][C:12](/[CH:15]=[CH:16]/[C:17]([OH:19])=[O:18])=[CH:11][CH:10]=2)=[CH:4][CH:3]=1. The yield is 0.830. (2) The reactants are [OH:1][C:2]1[CH:10]=[CH:9][C:8]([I:11])=[C:7]2[C:3]=1[CH2:4][NH:5][C:6]2=[O:12].C(N(CC)CC)C.[CH3:20][S:21](Cl)(=[O:23])=[O:22].O. The catalyst is ClCCl.CCCCCC. The product is [CH3:20][S:21]([O:1][C:2]1[CH:10]=[CH:9][C:8]([I:11])=[C:7]2[C:3]=1[CH2:4][NH:5][C:6]2=[O:12])(=[O:23])=[O:22]. The yield is 0.690. (3) The reactants are Cl[C:2]1[CH:7]=[CH:6][C:5]([Cl:8])=[CH:4][N:3]=1.C(=O)([O-])[O-].[K+].[K+].[NH:15]1[CH2:20][CH2:19][NH:18][CH2:17][CH2:16]1.C(OCC)(=O)C. The catalyst is CN(C)C=O. The product is [Cl:8][C:5]1[CH:6]=[CH:7][C:2]([N:15]2[CH2:20][CH2:19][NH:18][CH2:17][CH2:16]2)=[N:3][CH:4]=1. The yield is 0.100. (4) The reactants are [F:1][C:2]1[CH:7]=[CH:6][C:5]([F:8])=[CH:4][C:3]=1[NH:9][CH2:10][C:11]1[CH:16]=[CH:15][CH:14]=[C:13]([O:17][C:18]([F:23])([F:22])[CH:19]([F:21])[F:20])[CH:12]=1.[F:24][C:25]([F:30])([F:29])[CH:26]1[O:28][CH2:27]1. The catalyst is C(#N)C.FC(F)(F)S([O-])(=O)=O.[Yb+3].FC(F)(F)S([O-])(=O)=O.FC(F)(F)S([O-])(=O)=O. The product is [F:1][C:2]1[CH:7]=[CH:6][C:5]([F:8])=[CH:4][C:3]=1[N:9]([CH2:10][C:11]1[CH:16]=[CH:15][CH:14]=[C:13]([O:17][C:18]([F:22])([F:23])[CH:19]([F:20])[F:21])[CH:12]=1)[CH2:27][CH:26]([OH:28])[C:25]([F:30])([F:29])[F:24]. The yield is 0.840.